Task: Regression/Classification. Given a drug SMILES string, predict its absorption, distribution, metabolism, or excretion properties. Task type varies by dataset: regression for continuous measurements (e.g., permeability, clearance, half-life) or binary classification for categorical outcomes (e.g., BBB penetration, CYP inhibition). Dataset: cyp3a4_veith.. Dataset: CYP3A4 inhibition data for predicting drug metabolism from PubChem BioAssay (1) The drug is CC(=NC1CCCCC1)c1ccccc1O. The result is 0 (non-inhibitor). (2) The compound is O=C(CCN1CC2CCC(CC2)C1)c1cccs1. The result is 0 (non-inhibitor). (3) The compound is COc1ccc([N+](=O)[O-])cc1NC(=S)NC(NC(=O)Cc1ccc(OC)c(OC)c1)C(Cl)(Cl)Cl. The result is 1 (inhibitor). (4) The molecule is Cc1cc(C)n2nc(SCC(=O)N/N=C/c3ccccc3F)nc2n1. The result is 0 (non-inhibitor). (5) The compound is O=S(=O)(O)c1ccc2cc(N=Nc3cc(S(=O)(=O)O)c4cccnc4c3O)ccc2c1. The result is 0 (non-inhibitor). (6) The molecule is NC(CCl)=N[C@H]1CN2CCC1CC2. The result is 0 (non-inhibitor). (7) The molecule is COc1ccc(C[C@@H]2c3cc(OC)c(OC)cc3CC[N@+]2(C)CCC(=O)OCCCCCOC(=O)CC[N@@+]2(C)CCc3cc(OC)c(OC)cc3[C@H]2Cc2ccc(OC)c(OC)c2)cc1OC.O=S(=O)([O-])c1ccccc1.O=S(=O)([O-])c1ccccc1. The result is 1 (inhibitor). (8) The result is 0 (non-inhibitor). The molecule is CC(=O)NS(=O)(=O)c1ccc(NC(=O)NC2CCCCC2)cc1. (9) The drug is CO[C@H]1[C@@H](OC(N)=O)[C@H](O)[C@@H](Oc2ccc3c(O)c(NC(=O)c4ccc([O-])c(CC=C(C)C)c4)c(=O)oc3c2C)OC1(C)C.[Na+]. The result is 0 (non-inhibitor).